From a dataset of Forward reaction prediction with 1.9M reactions from USPTO patents (1976-2016). Predict the product of the given reaction. (1) The product is: [CH3:38][O:37][C:32]1[CH:33]=[C:34]2[C:29](=[CH:30][CH:31]=1)[C:28](=[O:39])[CH:27]([NH:26][C:16]([C:10]1[O:9][N:8]=[C:7]([C:1]3[CH:2]=[CH:3][CH:4]=[CH:5][CH:6]=3)[C:11]=1[C:12]([F:13])([F:14])[F:15])=[O:18])[CH2:36][CH2:35]2. Given the reactants [C:1]1([C:7]2[C:11]([C:12]([F:15])([F:14])[F:13])=[C:10]([C:16]([OH:18])=O)[O:9][N:8]=2)[CH:6]=[CH:5][CH:4]=[CH:3][CH:2]=1.C(Cl)(=O)C(Cl)=O.Cl.[NH2:26][CH:27]1[CH2:36][CH2:35][C:34]2[C:29](=[CH:30][CH:31]=[C:32]([O:37][CH3:38])[CH:33]=2)[C:28]1=[O:39].C(N(C(C)C)CC)(C)C, predict the reaction product. (2) Given the reactants Br[C:2]1[CH:3]=[CH:4][C:5]2[S:9][N:8]=[CH:7][C:6]=2[CH:10]=1.[F:11][C:12]1[CH:17]=[C:16]([F:18])[CH:15]=[CH:14][C:13]=1B(O)O.F[B-](F)(F)F.C([PH+](C(C)(C)C)C(C)(C)C)(C)(C)C.C(N(CC)CC)C, predict the reaction product. The product is: [F:11][C:12]1[CH:17]=[C:16]([F:18])[CH:15]=[CH:14][C:13]=1[C:2]1[CH:3]=[CH:4][C:5]2[S:9][N:8]=[CH:7][C:6]=2[CH:10]=1. (3) Given the reactants Cl.[C:2]([C:4]1[CH:9]=[CH:8][C:7]([CH:10]2[CH2:15][CH2:14][N:13]([C:16]([C:18]3[CH:19]=[CH:20][C:21]([CH3:33])=[C:22]([NH:24][S:25]([CH:28]4[CH2:32][CH2:31][NH:30][CH2:29]4)(=[O:27])=[O:26])[CH:23]=3)=[O:17])[CH2:12][CH2:11]2)=[CH:6][CH:5]=1)#[N:3].[C:34](OC(=O)C)(=[O:36])[CH3:35], predict the reaction product. The product is: [C:34]([N:30]1[CH2:31][CH2:32][CH:28]([S:25]([NH:24][C:22]2[CH:23]=[C:18]([C:16]([N:13]3[CH2:14][CH2:15][CH:10]([C:7]4[CH:6]=[CH:5][C:4]([C:2]#[N:3])=[CH:9][CH:8]=4)[CH2:11][CH2:12]3)=[O:17])[CH:19]=[CH:20][C:21]=2[CH3:33])(=[O:27])=[O:26])[CH2:29]1)(=[O:36])[CH3:35]. (4) Given the reactants Br[C:2]1[S:3][C:4](Br)=[CH:5][N:6]=1.[CH3:8][O:9][C:10]1[CH:15]=[CH:14][C:13](B(O)O)=[CH:12][CH:11]=1.ClCCl.CO.[CH3:24][CH2:25][CH2:26][CH2:27][CH2:28][CH3:29].[C:30](OCC)(=[O:32])C, predict the reaction product. The product is: [CH3:8][O:9][C:10]1[CH:15]=[CH:14][C:13]([C:2]2[S:3][C:4]([C:26]3[CH:25]=[CH:24][C:29]([O:32][CH3:30])=[CH:28][CH:27]=3)=[CH:5][N:6]=2)=[CH:12][CH:11]=1.